This data is from Full USPTO retrosynthesis dataset with 1.9M reactions from patents (1976-2016). The task is: Predict the reactants needed to synthesize the given product. (1) Given the product [CH3:18][O:17][C:16]1[N:8]([CH2:7][C:6]2[CH:25]=[CH:26][C:3]([CH2:2][NH:28][CH3:27])=[CH:4][CH:5]=2)[C:9]2[C:14]([N:15]=1)=[C:13]([NH2:19])[N:12]=[C:11]([O:20][CH2:21][CH2:22][O:23][CH3:24])[N:10]=2, predict the reactants needed to synthesize it. The reactants are: Cl[CH2:2][C:3]1[CH:26]=[CH:25][C:6]([CH2:7][N:8]2[C:16]([O:17][CH3:18])=[N:15][C:14]3[C:9]2=[N:10][C:11]([O:20][CH2:21][CH2:22][O:23][CH3:24])=[N:12][C:13]=3[NH2:19])=[CH:5][CH:4]=1.[CH3:27][NH2:28].CO. (2) Given the product [Si:34]([O:17][CH2:16][CH2:15][C@H:9]1[O:8][C@H:7]([C:18]2[CH:23]=[CH:22][CH:21]=[C:20]([O:24][CH3:25])[C:19]=2[O:26][CH3:27])[C:6]2[CH:28]=[C:2]([Cl:1])[CH:3]=[CH:4][C:5]=2[N:11]2[CH:12]=[CH:13][CH:14]=[C:10]12)([C:47]([CH3:50])([CH3:49])[CH3:48])([C:41]1[CH:42]=[CH:43][CH:44]=[CH:45][CH:46]=1)[C:35]1[CH:40]=[CH:39][CH:38]=[CH:37][CH:36]=1, predict the reactants needed to synthesize it. The reactants are: [Cl:1][C:2]1[CH:3]=[CH:4][C:5]2[N:11]3[CH:12]=[CH:13][CH:14]=[C:10]3[C@@H:9]([CH2:15][CH2:16][OH:17])[O:8][C@H:7]([C:18]3[CH:23]=[CH:22][CH:21]=[C:20]([O:24][CH3:25])[C:19]=3[O:26][CH3:27])[C:6]=2[CH:28]=1.N1C=CN=C1.[Si:34](Cl)([C:47]([CH3:50])([CH3:49])[CH3:48])([C:41]1[CH:46]=[CH:45][CH:44]=[CH:43][CH:42]=1)[C:35]1[CH:40]=[CH:39][CH:38]=[CH:37][CH:36]=1. (3) Given the product [CH3:1][O:2][C:3]1[C:12]([C:27]2[CH:28]=[C:29]3[C:33](=[CH:34][CH:35]=2)[NH:32][N:31]=[C:30]3[C:36]2[N:41]=[C:40]([N:42]3[CH2:43][CH2:44][CH:45]([NH2:48])[CH2:46][CH2:47]3)[CH:39]=[N:38][CH:37]=2)=[CH:11][C:10]2[C:5](=[CH:6][CH:7]=[CH:8][CH:9]=2)[N:4]=1, predict the reactants needed to synthesize it. The reactants are: [CH3:1][O:2][C:3]1[C:12](B(O)O)=[CH:11][C:10]2[C:5](=[CH:6][CH:7]=[CH:8][CH:9]=2)[N:4]=1.P([O-])([O-])([O-])=O.[K+].[K+].[K+].Cl.Cl.Br[C:27]1[CH:28]=[C:29]2[C:33](=[CH:34][CH:35]=1)[NH:32][N:31]=[C:30]2[C:36]1[N:41]=[C:40]([N:42]2[CH2:47][CH2:46][CH:45]([NH2:48])[CH2:44][CH2:43]2)[CH:39]=[N:38][CH:37]=1.